Predict which catalyst facilitates the given reaction. From a dataset of Catalyst prediction with 721,799 reactions and 888 catalyst types from USPTO. (1) Reactant: [NH2:1][C@H:2]1[CH2:6][CH2:5][N:4]([C@H:7]2[CH2:12][CH2:11][C@@H:10]([O:13][CH:14]([CH3:16])[CH3:15])[CH2:9][C@H:8]2[CH2:17][S:18]([CH:21]([CH3:23])[CH3:22])(=[O:20])=[O:19])[C:3]1=[O:24].C(N(CC)CC)C.Cl[C:33]1[C:42]2[C:37](=[CH:38][CH:39]=[C:40]([C:43]([F:46])([F:45])[F:44])[CH:41]=2)[N:36]=[CH:35][N:34]=1. Product: [CH:14]([O:13][C@@H:10]1[CH2:11][CH2:12][C@H:7]([N:4]2[CH2:5][CH2:6][C@H:2]([NH:1][C:33]3[C:42]4[C:37](=[CH:38][CH:39]=[C:40]([C:43]([F:45])([F:46])[F:44])[CH:41]=4)[N:36]=[CH:35][N:34]=3)[C:3]2=[O:24])[C@H:8]([CH2:17][S:18]([CH:21]([CH3:23])[CH3:22])(=[O:20])=[O:19])[CH2:9]1)([CH3:16])[CH3:15]. The catalyst class is: 14. (2) Reactant: [Cl:1][C:2]1[CH:3]=[C:4]([CH:8]=[CH:9][C:10]=1[N:11]1[CH:15]=[CH:14][CH:13]=[N:12]1)[C:5](O)=[O:6].S(Cl)([Cl:18])=O.CN1CCCC1=O. Product: [Cl:1][C:2]1[CH:3]=[C:4]([CH:8]=[CH:9][C:10]=1[N:11]1[CH:15]=[CH:14][CH:13]=[N:12]1)[C:5]([Cl:18])=[O:6]. The catalyst class is: 4. (3) Reactant: C1(N)C(F)=C(F)C(F)=C(N)C=1F.Cl.Cl.[NH:15]1[CH2:20][CH2:19][CH:18]([N:21]2[CH2:25][CH2:24][N:23]([CH2:26][CH2:27][CH2:28][N:29]3[CH2:34][CH2:33][CH2:32][CH2:31][CH2:30]3)[C:22]2=[C:35]([C:38]#[N:39])[C:36]#[N:37])[CH2:17][CH2:16]1.Cl.CN(C)CCCN=C=NCC.O.ON1C2C=CC=CC=2N=N1.[CH:63]1([C:66](O)=[O:67])[CH2:65][CH2:64]1.C(N(C(C)C)CC)(C)C.C(=O)([O-])[O-].[Na+].[Na+]. Product: [CH:63]1([C:66]([N:15]2[CH2:20][CH2:19][CH:18]([N:21]3[CH2:25][CH2:24][N:23]([CH2:26][CH2:27][CH2:28][N:29]4[CH2:34][CH2:33][CH2:32][CH2:31][CH2:30]4)[C:22]3=[C:35]([C:36]#[N:37])[C:38]#[N:39])[CH2:17][CH2:16]2)=[O:67])[CH2:65][CH2:64]1. The catalyst class is: 26. (4) The catalyst class is: 4. Reactant: [Br:1][C:2]1[CH:9]=[CH:8][C:5]([CH:6]=O)=[CH:4][C:3]=1[CH2:10][N:11]1[CH2:16][CH2:15][S:14][CH2:13][CH2:12]1.[CH3:17][C@@H:18]1[CH2:23][NH:22][CH2:21][C@H:20]([CH3:24])[NH:19]1.C(O[BH-](OC(=O)C)OC(=O)C)(=O)C.[Na+]. Product: [Br:1][C:2]1[CH:9]=[CH:8][C:5]([CH2:6][N:22]2[CH2:21][C@@H:20]([CH3:24])[NH:19][C@@H:18]([CH3:17])[CH2:23]2)=[CH:4][C:3]=1[CH2:10][N:11]1[CH2:16][CH2:15][S:14][CH2:13][CH2:12]1. (5) Reactant: [CH2:1]([C:3]1[CH:4]=[C:5]2[C:9](=[CH:10][CH:11]=1)[NH:8][C:7]([C:12]([O:14]C)=[O:13])=[CH:6]2)[CH3:2].[OH-].[K+]. Product: [CH2:1]([C:3]1[CH:4]=[C:5]2[C:9](=[CH:10][CH:11]=1)[NH:8][C:7]([C:12]([OH:14])=[O:13])=[CH:6]2)[CH3:2]. The catalyst class is: 14. (6) Reactant: [O:1]1[C:5]2[CH:6]=[CH:7][C:8]([C:10](=[O:13])[CH2:11][CH3:12])=[CH:9][C:4]=2[CH:3]=[CH:2]1.N#N.C(=O)=O.CC(C)=O.C[Si]([N-][Si](C)(C)C)(C)C.[Li+].C1C(=O)N([Br:40])C(=O)C1. Product: [O:1]1[C:5]2[CH:6]=[CH:7][C:8]([C:10](=[O:13])[CH:11]([Br:40])[CH3:12])=[CH:9][C:4]=2[CH:3]=[CH:2]1. The catalyst class is: 1.